This data is from Forward reaction prediction with 1.9M reactions from USPTO patents (1976-2016). The task is: Predict the product of the given reaction. (1) Given the reactants [Cl-].C([O:5][C:6]1([OH:18])[CH:15]=[CH:14][C:9](/[CH:10]=[CH:11]/[CH2:12][OH:13])=[CH:8][CH:7]1[O:16][CH3:17])(=O)C.C([O:22][C:23]1(O)[CH:33]=[CH:32][C:26](/[CH:27]=[CH:28]/[C:29](Cl)=[O:30])=[CH:25][CH:24]1[O:34][CH3:35])(=[O:21])C.CCN(CC)CC, predict the reaction product. The product is: [CH3:9][C:8]([CH2:7][C:6]([OH:18])=[O:5])=[O:21].[C:29]([O:13][CH2:12]/[CH:11]=[CH:10]/[C:9]1[CH:14]=[CH:15][C:6]([OH:18])=[C:7]([O:16][CH3:17])[CH:8]=1)(=[O:30])/[CH:28]=[CH:27]/[C:26]1[CH:32]=[CH:33][C:23]([OH:22])=[C:24]([O:34][CH3:35])[CH:25]=1. (2) Given the reactants [F:1][C:2]1[CH:3]=[C:4]([CH2:8][C:9]#N)[CH:5]=[CH:6][CH:7]=1.C[Si]([N-][Si](C)(C)C)(C)C.[Na+].[CH2:21]1[O:23][C@H:22]1[CH2:24]Cl.[OH2:26], predict the reaction product. The product is: [F:1][C:2]1[CH:3]=[C:4]([C@:8]23[CH2:9][C@H:24]2[CH2:22][O:23][C:21]3=[O:26])[CH:5]=[CH:6][CH:7]=1. (3) Given the reactants [F:1][C:2]1[CH:3]=[C:4]2[C:9](=[N:10][CH:11]=1)[NH:8][C:7](=[O:12])[C:6]([C:13]#[N:14])=[C:5]2[N:15]1[CH2:20][CH2:19][N:18]([C:21]([C:23]2[O:24][CH:25]=[CH:26][CH:27]=2)=[O:22])[CH2:17][CH2:16]1.[F:28][C:29]1[CH:30]=[C:31]([CH:34]=[CH:35][CH:36]=1)[CH2:32]Br, predict the reaction product. The product is: [F:1][C:2]1[CH:3]=[C:4]2[C:9](=[N:10][CH:11]=1)[N:8]([CH2:32][C:31]1[CH:34]=[CH:35][CH:36]=[C:29]([F:28])[CH:30]=1)[C:7](=[O:12])[C:6]([C:13]#[N:14])=[C:5]2[N:15]1[CH2:20][CH2:19][N:18]([C:21]([C:23]2[O:24][CH:25]=[CH:26][CH:27]=2)=[O:22])[CH2:17][CH2:16]1. (4) Given the reactants [NH2:1][C:2]1[C:3]2[C:10]([C:11]3[CH:12]=[C:13]([OH:18])[CH:14]=[CH:15][C:16]=3[F:17])=[CH:9][N:8]([C@H:19]3[CH2:22][C@@H:21]([CH2:23][N:24]4[CH2:29][CH2:28][S:27](=[O:31])(=[O:30])[CH2:26][CH2:25]4)[CH2:20]3)[C:4]=2[N:5]=[CH:6][N:7]=1.C1(P(C2C=CC=CC=2)C2C=CC=CC=2)C=CC=CC=1.[O:51]1[CH2:55][CH2:54][CH2:53][C@H:52]1[CH2:56]O.N(C(OC(C)C)=O)=NC(OC(C)C)=O, predict the reaction product. The product is: [O:30]=[S:27]1(=[O:31])[CH2:28][CH2:29][N:24]([CH2:23][CH:21]2[CH2:22][CH:19]([N:8]3[C:4]4[N:5]=[CH:6][N:7]=[C:2]([NH2:1])[C:3]=4[C:10]([C:11]4[CH:12]=[C:13]([O:18][CH2:56][C@@H:52]5[CH2:53][CH2:54][CH2:55][O:51]5)[CH:14]=[CH:15][C:16]=4[F:17])=[CH:9]3)[CH2:20]2)[CH2:25][CH2:26]1. (5) The product is: [CH:14]1([CH2:13][O:12][C:7]2[C:2]([C:21]3[CH:22]=[CH:23][C:18]([F:17])=[CH:19][CH:20]=3)=[CH:3][C:4]([C:9]([NH:27][CH2:28][C:29]([OH:34])([CH3:35])[C:30]([F:33])([F:32])[F:31])=[O:11])=[CH:5][N:6]=2)[CH2:16][CH2:15]1. Given the reactants Br[C:2]1[CH:3]=[C:4]([C:9]([OH:11])=O)[CH:5]=[N:6][C:7]=1Cl.[OH:12][CH2:13][CH:14]1[CH2:16][CH2:15]1.[F:17][C:18]1[CH:23]=[CH:22][C:21](B(O)O)=[CH:20][CH:19]=1.[NH2:27][CH2:28][C:29]([CH3:35])([OH:34])[C:30]([F:33])([F:32])[F:31], predict the reaction product. (6) Given the reactants [F:1][C:2]1[CH:3]=[C:4]([NH:14][C:15](=[O:23])OC2C=CC=CC=2)[CH:5]=[N:6][C:7]=1[CH2:8][CH2:9][S:10]([CH3:13])(=[O:12])=[O:11].Cl.[CH3:25][CH:26]1[CH2:31][CH2:30][N:29]([C:32]2[C:37]([CH2:38][NH2:39])=[CH:36][CH:35]=[C:34]([C:40]([F:43])([F:42])[F:41])[N:33]=2)[CH2:28][CH2:27]1.C(N(C(C)C)C(C)C)C, predict the reaction product. The product is: [F:1][C:2]1[CH:3]=[C:4]([NH:14][C:15]([NH:39][CH2:38][C:37]2[C:32]([N:29]3[CH2:30][CH2:31][CH:26]([CH3:25])[CH2:27][CH2:28]3)=[N:33][C:34]([C:40]([F:43])([F:41])[F:42])=[CH:35][CH:36]=2)=[O:23])[CH:5]=[N:6][C:7]=1[CH2:8][CH2:9][S:10]([CH3:13])(=[O:11])=[O:12]. (7) Given the reactants [CH2:1]([O:8][C@@H:9]1[C@@H:14]([O:15][CH2:16][C:17]2[CH:22]=[CH:21][CH:20]=[CH:19][CH:18]=2)[C@H:13]([O:23][CH2:24][C:25]2[CH:30]=[CH:29][CH:28]=[CH:27][CH:26]=2)[C@@H:12]([CH2:31][O:32][CH2:33][C:34]2[CH:39]=[CH:38][CH:37]=[CH:36][CH:35]=2)[O:11][C@H:10]1[C:40]1[NH:41][CH:42]=[CH:43][CH:44]=1)[C:2]1[CH:7]=[CH:6][CH:5]=[CH:4][CH:3]=1.[OH-].[K+].[CH2:47]([C:49]1[CH:56]=[CH:55][C:52]([CH2:53]Br)=[CH:51][CH:50]=1)[CH3:48].O, predict the reaction product. The product is: [CH2:1]([O:8][C@@H:9]1[C@@H:14]([O:15][CH2:16][C:17]2[CH:22]=[CH:21][CH:20]=[CH:19][CH:18]=2)[C@H:13]([O:23][CH2:24][C:25]2[CH:26]=[CH:27][CH:28]=[CH:29][CH:30]=2)[C@@H:12]([CH2:31][O:32][CH2:33][C:34]2[CH:35]=[CH:36][CH:37]=[CH:38][CH:39]=2)[O:11][C@H:10]1[C:40]1[N:41]([CH2:53][C:52]2[CH:55]=[CH:56][C:49]([CH2:47][CH3:48])=[CH:50][CH:51]=2)[CH:42]=[CH:43][CH:44]=1)[C:2]1[CH:7]=[CH:6][CH:5]=[CH:4][CH:3]=1.